From a dataset of Peptide-MHC class II binding affinity with 134,281 pairs from IEDB. Regression. Given a peptide amino acid sequence and an MHC pseudo amino acid sequence, predict their binding affinity value. This is MHC class II binding data. (1) The peptide sequence is ALSVLVGLTAATVAI. The MHC is DRB1_1201 with pseudo-sequence DRB1_1201. The binding affinity (normalized) is 0.609. (2) The peptide sequence is FGMVQFQKFFNPVTP. The MHC is DRB1_1302 with pseudo-sequence DRB1_1302. The binding affinity (normalized) is 0.188. (3) The peptide sequence is SDSNVYDLLKDLEEG. The MHC is DRB1_0405 with pseudo-sequence DRB1_0405. The binding affinity (normalized) is 0.579. (4) The peptide sequence is TALTGAMRVTKDTND. The MHC is DRB3_0202 with pseudo-sequence DRB3_0202. The binding affinity (normalized) is 0. (5) The peptide sequence is DVDLFLTGTPDEYVEQV. The MHC is DRB1_1302 with pseudo-sequence DRB1_1302. The binding affinity (normalized) is 0.341. (6) The peptide sequence is DDRFGLALSHLNAMS. The MHC is HLA-DQA10601-DQB10402 with pseudo-sequence HLA-DQA10601-DQB10402. The binding affinity (normalized) is 0. (7) The peptide sequence is IIQGLKLMNSPEFHL. The MHC is DRB1_0405 with pseudo-sequence DRB1_0405. The binding affinity (normalized) is 0.658.